This data is from Reaction yield outcomes from USPTO patents with 853,638 reactions. The task is: Predict the reaction yield, written as a fraction of the theoretical maximum amount of product (1.0 means a 100% yield; for example, 0.34 means a 34% yield). The reactants are [CH2:1]([O:8][C:9]([N:11]1[CH2:17][CH2:16][C:15](=[O:18])[N:14]([C@H:19]([C:30](OCC)=[O:31])[CH2:20][CH2:21][O:22][CH2:23][C:24]2[CH:29]=[CH:28][CH:27]=[CH:26][CH:25]=2)[CH2:13][C@H:12]1[CH3:35])=[O:10])[C:2]1[CH:7]=[CH:6][CH:5]=[CH:4][CH:3]=1.[BH4-].[Li+].CO.S([O-])(O)(=O)=O.[K+]. The catalyst is O1CCCC1.C(OCC)(=O)C.CO. The product is [CH2:1]([O:8][C:9]([N:11]1[CH2:17][CH2:16][C:15](=[O:18])[N:14]([C@H:19]([CH2:30][OH:31])[CH2:20][CH2:21][O:22][CH2:23][C:24]2[CH:29]=[CH:28][CH:27]=[CH:26][CH:25]=2)[CH2:13][C@H:12]1[CH3:35])=[O:10])[C:2]1[CH:7]=[CH:6][CH:5]=[CH:4][CH:3]=1. The yield is 0.650.